From a dataset of Forward reaction prediction with 1.9M reactions from USPTO patents (1976-2016). Predict the product of the given reaction. (1) Given the reactants [CH2:1]([NH:3][C:4]1[C:9]([CH:10]=O)=[CH:8][N:7]=[C:6]([S:12][CH3:13])[N:5]=1)[CH3:2].[CH3:14][O:15][C:16]1[CH:17]=[C:18]([CH:20]=[C:21]([O:23][CH3:24])[CH:22]=1)[NH2:19], predict the reaction product. The product is: [CH3:24][O:23][C:21]1[CH:20]=[C:18]([NH:19][CH2:10][C:9]2[C:4]([NH:3][CH2:1][CH3:2])=[N:5][C:6]([S:12][CH3:13])=[N:7][CH:8]=2)[CH:17]=[C:16]([O:15][CH3:14])[CH:22]=1. (2) The product is: [CH2:1]([C:3]1[N:4]([CH2:14][C:15]2[CH:20]=[CH:19][CH:18]=[CH:17][CH:16]=2)[C:5]2[C:10]([CH:11]=1)=[C:9]([O:12][CH3:13])[CH:8]=[CH:7][CH:6]=2)[CH3:2]. Given the reactants [CH2:1]([C:3]1[NH:4][C:5]2[C:10]([CH:11]=1)=[C:9]([O:12][CH3:13])[CH:8]=[CH:7][CH:6]=2)[CH3:2].[CH2:14](Br)[C:15]1[CH:20]=[CH:19][CH:18]=[CH:17][CH:16]=1, predict the reaction product. (3) Given the reactants [NH2:1][C:2]1[N:7]=[C:6]([C:8]2[CH:15]=[CH:14][C:11]([C:12]#[N:13])=[C:10](F)[CH:9]=2)[CH:5]=[C:4]([N:17]2[CH2:22][CH2:21][O:20][CH:19]([C:23]3[NH:24][C:25]([C:29]4[CH:34]=[CH:33][CH:32]=[CH:31][CH:30]=4)=[C:26]([CH3:28])[N:27]=3)[CH2:18]2)[N:3]=1.[NH2:35][NH2:36], predict the reaction product. The product is: [NH2:1][C:2]1[N:7]=[C:6]([C:8]2[CH:9]=[C:10]3[C:11]([C:12]([NH2:13])=[N:35][NH:36]3)=[CH:14][CH:15]=2)[CH:5]=[C:4]([N:17]2[CH2:22][CH2:21][O:20][CH:19]([C:23]3[NH:24][C:25]([C:29]4[CH:30]=[CH:31][CH:32]=[CH:33][CH:34]=4)=[C:26]([CH3:28])[N:27]=3)[CH2:18]2)[N:3]=1. (4) Given the reactants F[C:2]1[CH:9]=[CH:8][C:5]([C:6]#[N:7])=[CH:4][C:3]=1[N+:10]([O-:12])=[O:11].[NH2:13][C:14]1[CH:23]=[CH:22][C:17]([C:18]([O:20][CH3:21])=[O:19])=[CH:16][CH:15]=1.CC(C)([O-])C.[K+], predict the reaction product. The product is: [C:6]([C:5]1[CH:8]=[CH:9][C:2]([NH:13][C:14]2[CH:15]=[CH:16][C:17]([C:18]([O:20][CH3:21])=[O:19])=[CH:22][CH:23]=2)=[C:3]([N+:10]([O-:12])=[O:11])[CH:4]=1)#[N:7]. (5) Given the reactants [CH2:1]([N:3]([CH3:7])[C:4](Cl)=[O:5])[CH3:2].[OH:8][C:9]1[CH:17]=[C:16]2[C:12]([CH2:13][CH2:14][C:15]2=[O:18])=[CH:11][CH:10]=1.C(=O)([O-])[O-].[K+].[K+], predict the reaction product. The product is: [O:18]=[C:15]1[C:16]2[C:12](=[CH:11][CH:10]=[C:9]([O:8][C:4](=[O:5])[N:3]([CH2:1][CH3:2])[CH3:7])[CH:17]=2)[CH2:13][CH2:14]1.